From a dataset of Full USPTO retrosynthesis dataset with 1.9M reactions from patents (1976-2016). Predict the reactants needed to synthesize the given product. (1) Given the product [OH:18][C:4]1[C:3]([NH:2][N:19]=[C:25]2[C:26](=[O:39])[N:27]([C:29]3[CH:38]=[CH:37][C:36]4[CH2:35][CH2:34][CH2:33][CH2:32][C:31]=4[CH:30]=3)[N:28]=[C:24]2[CH3:23])=[CH:8][C:7]([CH3:9])=[CH:6][C:5]=1[C:10]1[S:14][C:13]([C:15]([OH:17])=[O:16])=[CH:12][CH:11]=1, predict the reactants needed to synthesize it. The reactants are: Br.[NH2:2][C:3]1[C:4]([OH:18])=[C:5]([C:10]2[S:14][C:13]([C:15]([OH:17])=[O:16])=[CH:12][CH:11]=2)[CH:6]=[C:7]([CH3:9])[CH:8]=1.[N:19]([O-])=O.[Na+].[CH3:23][C:24]1[CH2:25][C:26](=[O:39])[N:27]([C:29]2[CH:38]=[CH:37][C:36]3[CH2:35][CH2:34][CH2:33][CH2:32][C:31]=3[CH:30]=2)[N:28]=1.C(=O)(O)[O-].[Na+]. (2) Given the product [Cl:15][C:9]1[CH:8]=[CH:7][N:6]=[C:5]2[NH:1][CH:2]=[CH:3][C:4]=12, predict the reactants needed to synthesize it. The reactants are: [NH:1]1[C:5]2=[N+:6]([O-])[CH:7]=[CH:8][CH:9]=[C:4]2[CH:3]=[CH:2]1.[OH-].[Na+].O=P(Cl)(Cl)[Cl:15]. (3) Given the product [Br:1][C:2]1[CH:3]=[CH:4][C:5]([NH2:9])=[N:6][C:7]=1[C:15]1[CH:14]=[CH:13][CH:12]=[C:11]([F:10])[CH:16]=1, predict the reactants needed to synthesize it. The reactants are: [Br:1][C:2]1[CH:3]=[CH:4][C:5]([NH2:9])=[N:6][C:7]=1Br.[F:10][C:11]1[CH:12]=[C:13](B(O)O)[CH:14]=[CH:15][CH:16]=1.C(=O)([O-])[O-].[Na+].[Na+]. (4) Given the product [Cl:1][C:2]1[CH:7]=[C:6]([Cl:8])[CH:5]=[CH:4][C:3]=1[C:9]1([C:12]([Cl:25])=[O:14])[CH2:11][CH2:10]1, predict the reactants needed to synthesize it. The reactants are: [Cl:1][C:2]1[CH:7]=[C:6]([Cl:8])[CH:5]=[CH:4][C:3]=1[C:9]1([C:12]([OH:14])=O)[CH2:11][CH2:10]1.C(N(CC)CC)C.C(Cl)(=O)C([Cl:25])=O. (5) Given the product [NH2:12]/[C:3](/[CH3:5])=[CH:2]\[C:1]([O:7][C:8]([CH3:11])([CH3:10])[CH3:9])=[O:6], predict the reactants needed to synthesize it. The reactants are: [C:1]([O:7][C:8]([CH3:11])([CH3:10])[CH3:9])(=[O:6])[CH2:2][C:3]([CH3:5])=O.[NH3:12]. (6) Given the product [O:1]1[CH:6]([C:7]([NH:9][C:10]2[CH:31]=[CH:30][C:13]([CH2:14][N:15]3[C:23]4[C:18](=[CH:19][CH:20]=[CH:21][CH:22]=4)[C:17]([CH2:24][C:25]([OH:27])=[O:26])=[N:16]3)=[CH:12][CH:11]=2)=[O:8])[CH2:5][O:4][C:3]2[CH:32]=[CH:33][CH:34]=[CH:35][C:2]1=2, predict the reactants needed to synthesize it. The reactants are: [O:1]1[CH:6]([C:7]([NH:9][C:10]2[CH:31]=[CH:30][C:13]([CH2:14][N:15]3[C:23]4[C:18](=[CH:19][CH:20]=[CH:21][CH:22]=4)[C:17]([CH2:24][C:25]([O:27]CC)=[O:26])=[N:16]3)=[CH:12][CH:11]=2)=[O:8])[CH2:5][O:4][C:3]2[CH:32]=[CH:33][CH:34]=[CH:35][C:2]1=2.O.[OH-].[Li+].O.Cl.